From a dataset of Forward reaction prediction with 1.9M reactions from USPTO patents (1976-2016). Predict the product of the given reaction. (1) Given the reactants [C:1]([OH:6])(=[O:5])[C@H:2]([CH3:4])[OH:3].[C:7]([OH:12])(=[O:11])[C@@H:8]([CH3:10])[OH:9].[CH2:13](O)[CH2:14][CH2:15][CH2:16][OH:17].[Sn+2], predict the reaction product. The product is: [C:1]([OH:6])(=[O:5])[C@@H:2]([CH3:4])[OH:3].[C:7]([OH:12])(=[O:11])[C@H:8]([CH3:10])[OH:9].[CH:16]([OH:17])([OH:3])[CH2:15][CH2:14][CH3:13]. (2) Given the reactants [N:1]1([C:10]2[N:18]=[C:17](Cl)[N:16]=[C:15]3[C:11]=2[N:12]=[CH:13][NH:14]3)[C:5]2[CH:6]=[CH:7][CH:8]=[CH:9][C:4]=2[N:3]=[CH:2]1.CS(C)=O.[NH:24]1[CH2:28][CH2:27][CH2:26][C@H:25]1[CH2:29][OH:30], predict the reaction product. The product is: [N:1]1([C:10]2[N:18]=[C:17]([N:24]3[CH2:28][CH2:27][CH2:26][C@H:25]3[CH2:29][OH:30])[N:16]=[C:15]3[C:11]=2[N:12]=[CH:13][NH:14]3)[C:5]2[CH:6]=[CH:7][CH:8]=[CH:9][C:4]=2[N:3]=[CH:2]1. (3) Given the reactants F[C:2]1[CH:3]=[C:4](Br)[CH:5]=[C:6]([F:8])[CH:7]=1.[CH:10]([NH2:13])([CH3:12])[CH3:11].NC1C=CC=CC=1.Cl.[C:22]([N:30]1[CH2:35][CH2:34][NH:33][CH2:32][CH2:31]1)(=[O:29])[C:23]1[CH:28]=[CH:27][CH:26]=[CH:25][CH:24]=1.C([O-])([O-])=O.[Cs+].[Cs+].C1C=CC(P(C2C(C3C(P(C4C=CC=CC=4)C4C=CC=CC=4)=CC=C4C=3C=CC=C4)=C3C(C=CC=C3)=CC=2)C2C=CC=CC=2)=CC=1, predict the reaction product. The product is: [F:8][C:6]1[CH:7]=[C:2]([N:33]2[CH2:34][CH2:35][N:30]([C:22]([C:23]3[CH:24]=[CH:25][CH:26]=[CH:27][CH:28]=3)=[O:29])[CH2:31][CH2:32]2)[CH:3]=[C:4]([NH:13][CH:10]([CH3:12])[CH3:11])[CH:5]=1. (4) The product is: [Br:15][C:16]1[CH:17]=[C:18]2[C:22](=[CH:23][CH:24]=1)[NH:21][C:20](=[O:25])[C:19]2=[CH:9][C:8]1[CH:11]=[C:4]([CH:1]([CH3:3])[CH3:2])[C:5]([O:13][CH3:14])=[CH:6][C:7]=1[CH3:12]. Given the reactants [CH:1]([C:4]1[C:5]([O:13][CH3:14])=[CH:6][C:7]([CH3:12])=[C:8]([CH:11]=1)[CH:9]=O)([CH3:3])[CH3:2].[Br:15][C:16]1[CH:17]=[C:18]2[C:22](=[CH:23][CH:24]=1)[NH:21][C:20](=[O:25])[CH2:19]2, predict the reaction product.